Dataset: Forward reaction prediction with 1.9M reactions from USPTO patents (1976-2016). Task: Predict the product of the given reaction. (1) Given the reactants Cl.[CH2:2]([C@@:5]1([OH:29])[C@H:9]([O:10][CH2:11][C:12]2[CH:17]=[CH:16][CH:15]=[CH:14][CH:13]=2)[C@@H:8]([CH2:18][O:19][CH2:20][C:21]2[CH:26]=[CH:25][CH:24]=[CH:23][CH:22]=2)[O:7][C@@H:6]1[O:27][CH3:28])[CH:3]=[CH2:4], predict the reaction product. The product is: [C:11]([O:29][C@:5]1([CH2:2][CH:3]=[CH2:4])[C@H:9]([O:10][CH2:11][C:12]2[CH:17]=[CH:16][CH:15]=[CH:14][CH:13]=2)[C@@H:8]([CH2:18][O:19][CH2:20][C:21]2[CH:26]=[CH:25][CH:24]=[CH:23][CH:22]=2)[O:7][C@@H:6]1[O:27][CH3:28])(=[O:10])[C:12]1[CH:17]=[CH:16][CH:15]=[CH:14][CH:13]=1. (2) Given the reactants [Cl:1][C:2]1[CH:7]=[CH:6][N:5]=[C:4]2[NH:8][CH:9]=[CH:10][C:3]=12.[OH-].[K+].[I:13]I, predict the reaction product. The product is: [Cl:1][C:2]1[CH:7]=[CH:6][N:5]=[C:4]2[NH:8][CH:9]=[C:10]([I:13])[C:3]=12. (3) The product is: [NH2:20][CH2:19][CH:16]1[CH2:17][CH2:18][N:13]([C:10]2[C:11]3[S:12][C:4]([C:1]([NH2:2])=[O:3])=[CH:5][C:6]=3[N:7]=[CH:8][N:9]=2)[CH2:14][CH2:15]1. Given the reactants [C:1]([C:4]1[S:12][C:11]2[C:10]([N:13]3[CH2:18][CH2:17][CH:16]([CH2:19][NH:20]C(=O)OC(C)(C)C)[CH2:15][CH2:14]3)=[N:9][CH:8]=[N:7][C:6]=2[CH:5]=1)(=[O:3])[NH2:2].Cl, predict the reaction product. (4) Given the reactants Cl[CH:2]([C:7]1[CH:12]=[CH:11][C:10]([OH:13])=[CH:9][CH:8]=1)[C:3]([F:6])([F:5])[F:4].[BH4-].[Na+], predict the reaction product. The product is: [F:4][C:3]([F:5])([F:6])[CH2:2][C:7]1[CH:12]=[CH:11][C:10]([OH:13])=[CH:9][CH:8]=1. (5) Given the reactants FC(F)(F)S(O[C:7]1[C:8]([CH3:36])([CH3:35])[C@H:9]2[C@:22]([CH3:25])([CH2:23][CH:24]=1)[C@@H:21]1[C@:12]([CH3:34])([C@@:13]3([CH3:33])[C@H:18]([CH2:19][CH2:20]1)[C@H:17]1[C@H:26]([C:29]([CH3:31])=[CH2:30])[CH2:27][CH2:28][C@:16]1([NH2:32])[CH2:15][CH2:14]3)[CH2:11][CH2:10]2)(=O)=O.CC1(C)C(C)(C)OB([C:47]2[CH2:52][CH2:51][C:50]([C:53]([O:55][CH3:56])=[O:54])=[CH:49][CH:48]=2)O1, predict the reaction product. The product is: [NH2:32][C@:16]12[CH2:28][CH2:27][C@@H:26]([C:29]([CH3:31])=[CH2:30])[C@@H:17]1[C@@H:18]1[C@@:13]([CH3:33])([CH2:14][CH2:15]2)[C@@:12]2([CH3:34])[C@@H:21]([C@:22]3([CH3:25])[C@@H:9]([CH2:10][CH2:11]2)[C:8]([CH3:35])([CH3:36])[C:7]([C:47]2[CH2:52][CH2:51][C:50]([C:53]([O:55][CH3:56])=[O:54])=[CH:49][CH:48]=2)=[CH:24][CH2:23]3)[CH2:20][CH2:19]1. (6) The product is: [CH2:14]([C:3]1[CH:4]=[CH:5][C:6]2[C:11](=[CH:10][C:9]([CH3:12])=[CH:8][C:7]=2[F:13])[C:2]=1[CH:23]=[O:24])[CH3:15]. Given the reactants Br[C:2]1[C:11]2[C:6](=[C:7]([F:13])[CH:8]=[C:9]([CH3:12])[CH:10]=2)[CH:5]=[CH:4][C:3]=1[CH2:14][CH3:15].C([Li])CCC.CN(C)[CH:23]=[O:24], predict the reaction product. (7) Given the reactants [CH3:1][O:2][C:3]1[CH:12]=[CH:11][C:6]2[C:7](=[O:10])[CH2:8][O:9][C:5]=2[C:4]=1[C:13]#[C:14][CH2:15][N:16]1[CH2:21][CH2:20][N:19]([C:22]([O:24][C:25]([CH3:28])([CH3:27])[CH3:26])=[O:23])[CH2:18][CH2:17]1, predict the reaction product. The product is: [CH3:1][O:2][C:3]1[CH:12]=[CH:11][C:6]2[C:7](=[O:10])[CH2:8][O:9][C:5]=2[C:4]=1/[CH:13]=[CH:14]\[CH2:15][N:16]1[CH2:17][CH2:18][N:19]([C:22]([O:24][C:25]([CH3:28])([CH3:27])[CH3:26])=[O:23])[CH2:20][CH2:21]1. (8) Given the reactants C([N-]C(C)C)(C)C.[Li+].[Cl:9][C:10]1[CH:11]=[C:12]([C:16]2[C:22]3[CH:23]=[CH:24][CH:25]=[CH:26][C:21]=3[N:20]3[C:27]([CH3:30])=[N:28][N:29]=[C:19]3[CH2:18][CH:17]=2)[CH:13]=[CH:14][CH:15]=1.Br[CH2:32][C:33]([O:35][CH2:36][CH3:37])=[O:34], predict the reaction product. The product is: [Cl:9][C:10]1[CH:11]=[C:12]([C:16]2[C:22]3[CH:23]=[CH:24][CH:25]=[CH:26][C:21]=3[N:20]3[C:27]([CH3:30])=[N:28][N:29]=[C:19]3[CH:18]([CH2:32][C:33]([O:35][CH2:36][CH3:37])=[O:34])[CH:17]=2)[CH:13]=[CH:14][CH:15]=1. (9) Given the reactants [CH:1]1([C:7]2[C:15]3[CH:14]=[CH:13][C:12]([C:16]([O:18][CH3:19])=[O:17])=[CH:11][C:10]=3[N:9]3[CH2:20][C:21](=O)[N:22]([CH2:29][CH2:30][N:31]([CH3:33])[CH3:32])[CH2:23][C:24]4[CH:28]=[CH:27][O:26][C:25]=4[C:8]=23)[CH2:6][CH2:5][CH2:4][CH2:3][CH2:2]1.S(C)C, predict the reaction product. The product is: [CH:1]1([C:7]2[C:15]3[CH:14]=[CH:13][C:12]([C:16]([O:18][CH3:19])=[O:17])=[CH:11][C:10]=3[N:9]3[CH2:20][CH2:21][N:22]([CH2:29][CH2:30][N:31]([CH3:32])[CH3:33])[CH2:23][C:24]4[CH:28]=[CH:27][O:26][C:25]=4[C:8]=23)[CH2:6][CH2:5][CH2:4][CH2:3][CH2:2]1. (10) Given the reactants [F:1][C:2]1[CH:10]=[CH:9][C:8]2[C:4](=[C:5]3[NH:14][C:13]([CH:15]4[CH2:20][CH2:19][N:18](C(OC(C)(C)C)=O)[CH2:17][CH2:16]4)=[CH:12][C:11](=[O:28])[N:6]3[N:7]=2)[CH:3]=1.CO.[ClH:31], predict the reaction product. The product is: [ClH:31].[F:1][C:2]1[CH:10]=[CH:9][C:8]2[C:4](=[C:5]3[NH:6][C:11](=[O:28])[CH:12]=[C:13]([CH:15]4[CH2:20][CH2:19][NH:18][CH2:17][CH2:16]4)[N:14]3[N:7]=2)[CH:3]=1.